Predict which catalyst facilitates the given reaction. From a dataset of Catalyst prediction with 721,799 reactions and 888 catalyst types from USPTO. (1) Reactant: [F:1][C:2]1[CH:28]=[CH:27][C:5]([CH2:6][CH:7]2[CH2:12][CH2:11][N:10]([C:13](=[O:26])[C:14]([NH:16][C:17]3[CH:22]=[CH:21][CH:20]=[C:19]([N+:23]([O-])=O)[CH:18]=3)=[O:15])[CH2:9][CH2:8]2)=[CH:4][CH:3]=1. Product: [NH2:23][C:19]1[CH:18]=[C:17]([NH:16][C:14](=[O:15])[C:13]([N:10]2[CH2:11][CH2:12][CH:7]([CH2:6][C:5]3[CH:27]=[CH:28][C:2]([F:1])=[CH:3][CH:4]=3)[CH2:8][CH2:9]2)=[O:26])[CH:22]=[CH:21][CH:20]=1. The catalyst class is: 27. (2) Reactant: [Br:1][C:2]1[CH:9]=[C:8]([F:10])[CH:7]=[C:6](F)[C:3]=1[C:4]#[N:5].O.[NH2:13][NH2:14]. Product: [Br:1][C:2]1[CH:9]=[C:8]([F:10])[CH:7]=[C:6]2[C:3]=1[C:4]([NH2:5])=[N:13][NH:14]2. The catalyst class is: 8. (3) The catalyst class is: 258. Reactant: [NH2:1][C:2]1[CH:3]=[C:4]([OH:12])[CH:5]=[C:6]([C:8]([F:11])([F:10])[F:9])[CH:7]=1.[N:13]#[C:14][NH2:15].Cl.CO. Product: [OH:12][C:4]1[CH:3]=[C:2]([NH:1][C:14]([NH2:15])=[NH:13])[CH:7]=[C:6]([C:8]([F:9])([F:10])[F:11])[CH:5]=1. (4) Reactant: [N:1]1[CH:6]=[CH:5][CH:4]=[C:3]([CH2:7][S:8]([CH2:11][C@H:12]([NH:16][C@@H:17]([C:22]2[CH:27]=[CH:26][C:25]([F:28])=[CH:24][CH:23]=2)[C:18]([F:21])([F:20])[F:19])[C:13]([OH:15])=O)(=[O:10])=[O:9])[CH:2]=1.[CH:29]1([NH:32][C:33](=[O:41])[CH:34]([OH:40])[C@@H:35]([NH2:39])[CH2:36][CH2:37][CH3:38])[CH2:31][CH2:30]1.CN(C(ON1N=NC2C=CC=CC1=2)=[N+](C)C)C.F[P-](F)(F)(F)(F)F.CN1CCOCC1.[NH4+].[Cl-]. Product: [CH:29]1([NH:32][C:33](=[O:41])[CH:34]([OH:40])[C@@H:35]([NH:39][C:13](=[O:15])[C@@H:12]([NH:16][C@@H:17]([C:22]2[CH:23]=[CH:24][C:25]([F:28])=[CH:26][CH:27]=2)[C:18]([F:21])([F:20])[F:19])[CH2:11][S:8]([CH2:7][C:3]2[CH:2]=[N:1][CH:6]=[CH:5][CH:4]=2)(=[O:9])=[O:10])[CH2:36][CH2:37][CH3:38])[CH2:31][CH2:30]1. The catalyst class is: 115. (5) The catalyst class is: 8. Product: [F:21][C:18]1[CH:19]=[CH:20][C:15]([N:5]2[C:6](=[O:14])[C:7]3[CH:13]=[CH:12][CH:11]=[N:10][C:8]=3[N:9]=[C:4]2[CH:2]([NH:23][CH3:22])[CH3:3])=[CH:16][CH:17]=1. Reactant: Br[CH:2]([C:4]1[N:5]([C:15]2[CH:20]=[CH:19][C:18]([F:21])=[CH:17][CH:16]=2)[C:6](=[O:14])[C:7]2[CH:13]=[CH:12][CH:11]=[N:10][C:8]=2[N:9]=1)[CH3:3].[CH3:22][NH2:23]. (6) Reactant: [C:1]([C:4]1[C:9]2[S:10][C:11]([C:14]([NH:16][C:17]3[CH:26]=[CH:25][C:24]4[C:19](=[CH:20][CH:21]=[CH:22][C:23]=4[CH2:27][S:28]([CH3:31])(=[O:30])=[O:29])[N:18]=3)=[O:15])=[C:12]([CH3:13])[C:8]=2[C:7]([CH2:32][O:33][CH3:34])=[CH:6][CH:5]=1)(=[O:3])[CH3:2].[BrH:35]. Product: [BrH:35].[C:1]([C:4]1[C:9]2[S:10][C:11]([C:14]([NH:16][C:17]3[CH:26]=[CH:25][C:24]4[C:19](=[CH:20][CH:21]=[CH:22][C:23]=4[CH2:27][S:28]([CH3:31])(=[O:29])=[O:30])[N:18]=3)=[O:15])=[C:12]([CH3:13])[C:8]=2[C:7]([CH2:32][O:33][CH3:34])=[CH:6][CH:5]=1)(=[O:3])[CH3:2]. The catalyst class is: 22.